Dataset: HIV replication inhibition screening data with 41,000+ compounds from the AIDS Antiviral Screen. Task: Binary Classification. Given a drug SMILES string, predict its activity (active/inactive) in a high-throughput screening assay against a specified biological target. The molecule is Cc1ccc(-c2cc(=S)ss2)cc1. The result is 0 (inactive).